From a dataset of Catalyst prediction with 721,799 reactions and 888 catalyst types from USPTO. Predict which catalyst facilitates the given reaction. (1) Reactant: [C:1]([C:3]1[CH:4]=[C:5]([S:10](Cl)(=[O:12])=[O:11])[CH:6]=[CH:7][C:8]=1[F:9])#[N:2].[F:14][C:15]1[CH:16]=[CH:17][C:18]([NH2:21])=[N:19][CH:20]=1.N1C=CC=CC=1. Product: [C:1]([C:3]1[CH:4]=[C:5]([S:10]([NH:21][C:18]2[CH:17]=[CH:16][C:15]([F:14])=[CH:20][N:19]=2)(=[O:12])=[O:11])[CH:6]=[CH:7][C:8]=1[F:9])#[N:2]. The catalyst class is: 4. (2) Product: [CH2:1]([O:3][C:4]([C:6]1[C:7](=[O:29])[C:8]2[CH:13]=[N:12][C:11]([NH:30][C:31]3[CH:41]=[CH:40][CH:39]=[C:33]([C:34](=[O:35])[N:36]([CH3:37])[CH3:38])[CH:32]=3)=[N:10][C:9]=2[N:18]([C:20]2[CH:21]=[C:22]3[C:26](=[CH:27][CH:28]=2)[CH2:25][CH2:24][CH2:23]3)[CH:19]=1)=[O:5])[CH3:2]. Reactant: [CH2:1]([O:3][C:4]([C:6]1[C:7](=[O:29])[C:8]2[CH:13]=[N:12][C:11](S(C)(=O)=O)=[N:10][C:9]=2[N:18]([C:20]2[CH:21]=[C:22]3[C:26](=[CH:27][CH:28]=2)[CH2:25][CH2:24][CH2:23]3)[CH:19]=1)=[O:5])[CH3:2].[NH2:30][C:31]1[CH:32]=[C:33]([CH:39]=[CH:40][CH:41]=1)[C:34]([N:36]([CH3:38])[CH3:37])=[O:35]. The catalyst class is: 41.